Dataset: Full USPTO retrosynthesis dataset with 1.9M reactions from patents (1976-2016). Task: Predict the reactants needed to synthesize the given product. (1) Given the product [Br:1][C:2]1[C:7]([C:8]2[CH:13]=[CH:12][C:11]([F:14])=[CH:10][CH:9]=2)=[C:6]([F:15])[C:5]([O:16][CH2:20][CH3:21])=[C:4]([CH:17]=[O:18])[CH:3]=1, predict the reactants needed to synthesize it. The reactants are: [Br:1][C:2]1[C:7]([C:8]2[CH:13]=[CH:12][C:11]([F:14])=[CH:10][CH:9]=2)=[C:6]([F:15])[C:5]([OH:16])=[C:4]([CH:17]=[O:18])[CH:3]=1.I[CH2:20][CH3:21].C(=O)([O-])[O-].[K+].[K+]. (2) Given the product [CH3:12][C:11]1([CH3:13])[C:4]2[C:3](=[CH:2][CH:7]=[C:6]([CH3:8])[CH:5]=2)[N:9]([CH2:15][O:16][CH2:17][CH2:18][Si:19]([CH3:22])([CH3:21])[CH3:20])[C:10]1=[O:14], predict the reactants needed to synthesize it. The reactants are: Br[C:2]1[CH:7]=[C:6]([CH3:8])[CH:5]=[CH:4][C:3]=1[N:9]([CH2:15][O:16][CH2:17][CH2:18][Si:19]([CH3:22])([CH3:21])[CH3:20])[C:10](=[O:14])[C:11]([CH3:13])=[CH2:12].C([SnH](CCCC)CCCC)CCC.N(C1(C#N)CCCCC1)=NC1(C#N)CCCCC1. (3) Given the product [CH3:1][O:2][C:3]1[CH:4]=[C:5]([O:15][C:16]2[CH:21]=[CH:20][C:19]([S:22]([CH3:25])(=[O:24])=[O:23])=[CH:18][N:17]=2)[CH:6]=[C:7]2[C:11]=1[NH:10][C:9]([C:12]1[S:14][CH:28]([CH2:27][C:26]([O:31][CH2:32][CH3:33])=[O:30])[CH2:29][N:13]=1)=[CH:8]2, predict the reactants needed to synthesize it. The reactants are: [CH3:1][O:2][C:3]1[CH:4]=[C:5]([O:15][C:16]2[CH:21]=[CH:20][C:19]([S:22]([CH3:25])(=[O:24])=[O:23])=[CH:18][N:17]=2)[CH:6]=[C:7]2[C:11]=1[NH:10][C:9]([C:12](=[S:14])[NH2:13])=[CH:8]2.[C:26]([O:31][CH2:32][CH3:33])(=[O:30])[C:27]#[C:28][CH3:29].C(P(CCCC)CCCC)CCC.O1CCCC1. (4) Given the product [CH3:21][O:20][C:18](=[O:19])[CH:17]([O:15][C:12]1[CH:11]=[CH:10][C:9]([O:8][CH2:1][C:2]2[CH:3]=[CH:4][CH:5]=[CH:6][CH:7]=2)=[CH:14][CH:13]=1)[CH3:22], predict the reactants needed to synthesize it. The reactants are: [CH2:1]([O:8][C:9]1[CH:14]=[CH:13][C:12]([OH:15])=[CH:11][CH:10]=1)[C:2]1[CH:7]=[CH:6][CH:5]=[CH:4][CH:3]=1.Br[CH:17]([CH3:22])[C:18]([O:20][CH3:21])=[O:19].C(=O)([O-])[O-].[Cs+].[Cs+]. (5) Given the product [Cl:1][C:2]1[CH:7]=[CH:6][C:5]2[CH:8]([C:9]([O:11][CH3:12])=[O:10])[CH2:16][O:15][C:4]=2[CH:3]=1, predict the reactants needed to synthesize it. The reactants are: [Cl:1][C:2]1[CH:7]=[CH:6][C:5]([CH:8]([N+]#N)[C:9]([O:11][CH3:12])=[O:10])=[C:4]([O:15][CH3:16])[CH:3]=1. (6) The reactants are: [F:1][C:2]([F:22])([F:21])[C:3]1[CH:8]=[CH:7][C:6]([C:9]2[N:14]=[C:13]([C:15](=[O:20])[CH2:16][CH2:17][CH2:18][CH3:19])[CH:12]=[CH:11][CH:10]=2)=[CH:5][CH:4]=1.[BH4-].[Na+]. Given the product [F:21][C:2]([F:1])([F:22])[C:3]1[CH:4]=[CH:5][C:6]([C:9]2[N:14]=[C:13]([CH:15]([OH:20])[CH2:16][CH2:17][CH2:18][CH3:19])[CH:12]=[CH:11][CH:10]=2)=[CH:7][CH:8]=1, predict the reactants needed to synthesize it. (7) Given the product [Cl:14][CH2:15][C:16]1[N:13]=[C:11]([CH:10]=[CH:9][C:4]2[CH:5]=[CH:6][C:7]([Cl:8])=[C:2]([Cl:1])[CH:3]=2)[O:12][CH:18]=1, predict the reactants needed to synthesize it. The reactants are: [Cl:1][C:2]1[CH:3]=[C:4]([CH:9]=[CH:10][C:11]([NH2:13])=[O:12])[CH:5]=[CH:6][C:7]=1[Cl:8].[Cl:14][CH2:15][C:16]([CH2:18]Cl)=O.